The task is: Predict the reaction yield, written as a fraction of the theoretical maximum amount of product (1.0 means a 100% yield; for example, 0.34 means a 34% yield).. This data is from Reaction yield outcomes from USPTO patents with 853,638 reactions. (1) The reactants are [N+:1]([C:4]1[CH:12]=[C:11]2[C:7]([C:8]([C:13]#[N:14])=[CH:9][NH:10]2)=[CH:6][CH:5]=1)([O-])=O. The catalyst is CCO.[Pd]. The product is [NH2:1][C:4]1[CH:12]=[C:11]2[C:7]([C:8]([C:13]#[N:14])=[CH:9][NH:10]2)=[CH:6][CH:5]=1. The yield is 0.980. (2) The catalyst is CCOC(C)=O. The product is [CH:14]12[CH2:20][CH:18]([CH2:17][NH:16][CH2:15]1)[CH2:19][N:12]([CH2:11][CH:10]([OH:28])[CH2:9][O:8][C:7]1[CH:6]=[CH:5][C:4]([C:2]#[N:3])=[CH:30][CH:29]=1)[CH2:13]2. The reactants are Cl.[C:2]([C:4]1[CH:30]=[CH:29][C:7]([O:8][CH2:9][CH:10]([OH:28])[CH2:11][N:12]2[CH2:19][CH:18]3[CH2:20][CH:14]([CH2:15][N:16](C(OC(C)(C)C)=O)[CH2:17]3)[CH2:13]2)=[CH:6][CH:5]=1)#[N:3]. The yield is 0.900. (3) The reactants are C(N(CC)CC)C.Cl.[Cl:9][C:10]1[CH:11]=[C:12]2[C:16](=[CH:17][CH:18]=1)[NH:15][CH:14]=[C:13]2[CH2:19][CH2:20][NH2:21].[Cl:22][CH2:23][C:24]1[CH:25]=[C:26]([CH:30]=[CH:31][CH:32]=1)[C:27](Cl)=[O:28]. The catalyst is ClCCl. The product is [Cl:9][C:10]1[CH:11]=[C:12]2[C:16](=[CH:17][CH:18]=1)[NH:15][CH:14]=[C:13]2[CH2:19][CH2:20][NH:21][C:27](=[O:28])[C:26]1[CH:30]=[CH:31][CH:32]=[C:24]([CH2:23][Cl:22])[CH:25]=1. The yield is 0.760.